This data is from Full USPTO retrosynthesis dataset with 1.9M reactions from patents (1976-2016). The task is: Predict the reactants needed to synthesize the given product. (1) Given the product [CH2:16]([N:15]1[C:14](=[O:23])[C:13]2[C:8](=[CH:9][C:10]([Cl:24])=[CH:11][CH:12]=2)[N:7]=[C:6]1[CH:2]([NH:1][CH2:28][CH:27]([O:30][CH3:31])[O:26][CH3:25])[CH:3]([CH3:5])[CH3:4])[C:17]1[CH:18]=[CH:19][CH:20]=[CH:21][CH:22]=1, predict the reactants needed to synthesize it. The reactants are: [NH2:1][CH:2]([C:6]1[N:15]([CH2:16][C:17]2[CH:22]=[CH:21][CH:20]=[CH:19][CH:18]=2)[C:14](=[O:23])[C:13]2[C:8](=[CH:9][C:10]([Cl:24])=[CH:11][CH:12]=2)[N:7]=1)[CH:3]([CH3:5])[CH3:4].[CH3:25][O:26][CH:27]([O:30][CH3:31])[CH2:28]Br.C(=O)([O-])[O-].[K+].[K+]. (2) Given the product [CH3:23][N:1]1[C:5]2=[N:6][CH:7]=[CH:8][CH:9]=[C:4]2[C:3]([C:10]2[CH:19]=[CH:18][CH:17]=[C:16]3[C:11]=2[CH:12]=[CH:13][N:14]=[CH:15]3)=[CH:2]1, predict the reactants needed to synthesize it. The reactants are: [NH:1]1[C:5]2=[N:6][CH:7]=[CH:8][CH:9]=[C:4]2[C:3]([C:10]2[CH:19]=[CH:18][CH:17]=[C:16]3[C:11]=2[CH:12]=[CH:13][N:14]=[CH:15]3)=[CH:2]1.[H-].[Na+].I[CH3:23].CO. (3) The reactants are: [CH3:1][NH:2][C:3]1[CH:8]=[CH:7][N:6]=[C:5]([NH2:9])[CH:4]=1.Br[CH2:11][C:12]([C:14]1[CH:19]=[CH:18][C:17]([OH:20])=[CH:16][CH:15]=1)=O. Given the product [CH3:1][NH:2][C:3]1[CH:8]=[CH:7][N:6]2[CH:11]=[C:12]([C:14]3[CH:19]=[CH:18][C:17]([OH:20])=[CH:16][CH:15]=3)[N:9]=[C:5]2[CH:4]=1, predict the reactants needed to synthesize it. (4) Given the product [CH2:13]([O:12][C:9]1[CH:8]=[CH:7][C:6]([CH2:5][C@H:4]([NH:17][C:18]([O:20][C:21]([CH3:24])([CH3:23])[CH3:22])=[O:19])[C:3]([OH:25])=[O:2])=[CH:11][CH:10]=1)[CH2:14][CH:15]=[CH2:16], predict the reactants needed to synthesize it. The reactants are: C[O:2][C:3](=[O:25])[C@@H:4]([NH:17][C:18]([O:20][C:21]([CH3:24])([CH3:23])[CH3:22])=[O:19])[CH2:5][C:6]1[CH:11]=[CH:10][C:9]([O:12][CH2:13][CH2:14][CH:15]=[CH2:16])=[CH:8][CH:7]=1.[OH-].[Na+].CO. (5) Given the product [CH2:1]([O:8][C:9]1[CH:10]=[C:11]2[C:16](=[CH:17][CH:18]=1)[C:15](=[O:19])[N:14]([CH2:20][CH:21]([CH3:22])[CH3:23])[C:13]([CH2:24][NH:25][C:59](=[O:60])[O:61][C:62]([CH3:63])([CH3:64])[CH3:65])=[C:12]2[C:36]1[CH:37]=[CH:38][C:39]([F:42])=[CH:40][CH:41]=1)[C:2]1[CH:3]=[CH:4][CH:5]=[CH:6][CH:7]=1, predict the reactants needed to synthesize it. The reactants are: [CH2:1]([O:8][C:9]1[CH:10]=[C:11]2[C:16](=[CH:17][CH:18]=1)[C:15](=[O:19])[N:14]([CH2:20][CH:21]([CH3:23])[CH3:22])[C:13]([CH2:24][N:25]1C(=O)C3C(=CC=CC=3)C1=O)=[C:12]2[C:36]1[CH:41]=[CH:40][C:39]([F:42])=[CH:38][CH:37]=1)[C:2]1[CH:7]=[CH:6][CH:5]=[CH:4][CH:3]=1.O.NN.C(=O)([O-])O.[Na+].[C:59](O[C:59]([O:61][C:62]([CH3:65])([CH3:64])[CH3:63])=[O:60])([O:61][C:62]([CH3:65])([CH3:64])[CH3:63])=[O:60]. (6) Given the product [CH3:24][S:25]([C:28]1[CH:34]=[CH:33][C:31]([NH:32][C:7]2[C:8]3[N:9]([C:13]([C:16]#[C:17][Si:18]([CH3:19])([CH3:20])[CH3:21])=[CH:14][N:15]=3)[CH:10]=[CH:11][CH:12]=2)=[CH:30][CH:29]=1)(=[O:26])=[O:27], predict the reactants needed to synthesize it. The reactants are: FC(F)(F)S(O[C:7]1[C:8]2[N:9]([C:13]([C:16]#[C:17][Si:18]([CH3:21])([CH3:20])[CH3:19])=[CH:14][N:15]=2)[CH:10]=[CH:11][CH:12]=1)(=O)=O.[CH3:24][S:25]([C:28]1[CH:34]=[CH:33][C:31]([NH2:32])=[CH:30][CH:29]=1)(=[O:27])=[O:26].C1(P(C2CCCCC2)C2C=CC=CC=2C2C(C(C)C)=CC(C(C)C)=CC=2C(C)C)CCCCC1.P([O-])([O-])([O-])=O.[K+].[K+].[K+]. (7) Given the product [CH:7]1[CH:8]=[CH:2][C:3]([NH:4][C:14](/[CH:13]=[N:10]/[OH:11])=[O:16])=[CH:5][CH:6]=1, predict the reactants needed to synthesize it. The reactants are: C[C:2]1[C:8](C)=[CH:7][CH:6]=[CH:5][C:3]=1[NH2:4].[NH2:10][OH:11].Cl[C:13](Cl)(Cl)[CH:14]([OH:16])O. (8) Given the product [CH3:37][C:22]1[C:21]([CH2:20][O:18][C:15]2[CH:14]=[CH:13][C:12]([CH2:11][CH2:10][CH2:9][CH2:8][N:3]3[CH:7]=[CH:6][N:5]=[N:4]3)=[CH:17][CH:16]=2)=[CH:26][CH:25]=[C:24]([C:27]2[CH:32]=[CH:31][CH:30]=[C:29]([C:33]([F:35])([F:36])[F:34])[CH:28]=2)[N:23]=1, predict the reactants needed to synthesize it. The reactants are: [H-].[Na+].[N:3]1([CH2:8][CH2:9][CH2:10][CH2:11][C:12]2[CH:17]=[CH:16][C:15]([OH:18])=[CH:14][CH:13]=2)[CH:7]=[CH:6][N:5]=[N:4]1.Cl[CH2:20][C:21]1[C:22]([CH3:37])=[N:23][C:24]([C:27]2[CH:32]=[CH:31][CH:30]=[C:29]([C:33]([F:36])([F:35])[F:34])[CH:28]=2)=[CH:25][CH:26]=1.O. (9) The reactants are: F[C:2]1[CH:3]=[CH:4][C:5]([N+:19]([O-:21])=[O:20])=[C:6]([NH:8][CH:9]([C:13]2[CH:18]=[CH:17][CH:16]=[CH:15][CH:14]=2)[CH:10]([CH3:12])[CH3:11])[CH:7]=1.[C:22]([N:29]1[CH2:34][CH2:33][NH:32][CH2:31][CH2:30]1)([O:24][C:25]([CH3:28])([CH3:27])[CH3:26])=[O:23].C(N(CC)C(C)C)(C)C. Given the product [CH3:11][CH:10]([CH3:12])[CH:9]([NH:8][C:6]1[CH:7]=[C:2]([N:32]2[CH2:31][CH2:30][N:29]([C:22]([O:24][C:25]([CH3:28])([CH3:27])[CH3:26])=[O:23])[CH2:34][CH2:33]2)[CH:3]=[CH:4][C:5]=1[N+:19]([O-:21])=[O:20])[C:13]1[CH:18]=[CH:17][CH:16]=[CH:15][CH:14]=1, predict the reactants needed to synthesize it. (10) Given the product [C:7](/[C:9](/[C:14]1[CH:18]=[CH:17][S:16][CH:15]=1)=[CH:1]\[C:2]([Cl:4])=[O:3])#[N:8], predict the reactants needed to synthesize it. The reactants are: [C:1](Cl)(=O)[C:2]([Cl:4])=[O:3].[C:7](/[C:9](/[C:14]1[CH:18]=[CH:17][S:16][CH:15]=1)=C\C(O)=O)#[N:8].